This data is from CYP2C19 inhibition data for predicting drug metabolism from PubChem BioAssay. The task is: Regression/Classification. Given a drug SMILES string, predict its absorption, distribution, metabolism, or excretion properties. Task type varies by dataset: regression for continuous measurements (e.g., permeability, clearance, half-life) or binary classification for categorical outcomes (e.g., BBB penetration, CYP inhibition). Dataset: cyp2c19_veith. The molecule is CC(C)[C@@]1(NC(=O)[C@@H]2C[C@H]3c4cccc5[nH]cc(c45)C[C@@H]3N(C)C2)O[C@@]2(O)[C@H]3CCCN3C(=O)[C@H](Cc3ccccc3)N2C1=O. The result is 1 (inhibitor).